From a dataset of HIV replication inhibition screening data with 41,000+ compounds from the AIDS Antiviral Screen. Binary Classification. Given a drug SMILES string, predict its activity (active/inactive) in a high-throughput screening assay against a specified biological target. (1) The result is 0 (inactive). The drug is CCOC(=O)C(=Cc1ccc(Br)cc1)P(=O)(OCC)OCC. (2) The compound is COC(=O)C1(C)CCCC2(C)C3=CC(=O)C4(C(C)C)OC4C3(O)CCC12. The result is 0 (inactive). (3) The molecule is O=C(N=Nc1ccc([N+](=O)[O-])cc1[N+](=O)[O-])NNc1ccc([N+](=O)[O-])cc1[N+](=O)[O-]. The result is 0 (inactive). (4) The molecule is COc1ccc2c(c1)nc1n2C(c2c(Cl)cccc2Cl)SC1. The result is 0 (inactive). (5) The molecule is [N-]=[N+]=Nc1cc(O)nc2ccccc12. The result is 0 (inactive).